From a dataset of Catalyst prediction with 721,799 reactions and 888 catalyst types from USPTO. Predict which catalyst facilitates the given reaction. (1) Reactant: [CH2:1]([O:3][C:4]([C:6]1[CH:7]=[C:8]([NH:12][CH:13]([C:17]2[CH:18]=[N:19][C:20]([O:23][CH3:24])=[CH:21][CH:22]=2)[C:14]([OH:16])=[O:15])[CH:9]=[CH:10][CH:11]=1)=[O:5])[CH3:2].[N:25]12[CH2:32][CH2:31][CH:28]([CH2:29][CH2:30]1)[C@@H:27](O)[CH2:26]2.C1C=CC2N(O)N=NC=2C=1.C1CCC(N=C=NC2CCCCC2)CC1. Product: [CH3:24][O:23][C:20]1[N:19]=[CH:18][C:17]([CH:13]([NH:12][C:8]2[CH:7]=[C:6]([CH:11]=[CH:10][CH:9]=2)[C:4]([O:3][CH2:1][CH3:2])=[O:5])[C:14](=[O:16])[O:15][C@@H:27]2[CH:28]3[CH2:31][CH2:32][N:25]([CH2:30][CH2:29]3)[CH2:26]2)=[CH:22][CH:21]=1. The catalyst class is: 1. (2) Reactant: [Cl:1][C:2]1[C:10]2[C:5](=[CH:6][CH:7]=[CH:8][CH:9]=2)[NH:4][C:3]=1[C:11]1[NH:15][C:14](=[O:16])[O:13][N:12]=1.I[CH3:18]. Product: [Cl:1][C:2]1[C:10]2[C:5](=[CH:6][CH:7]=[CH:8][CH:9]=2)[NH:4][C:3]=1[C:11]1[N:15]([CH3:18])[C:14](=[O:16])[O:13][N:12]=1. The catalyst class is: 21.